This data is from Forward reaction prediction with 1.9M reactions from USPTO patents (1976-2016). The task is: Predict the product of the given reaction. (1) Given the reactants [F:1][C:2]1[C:7]([CH:8]([O:14][CH3:15])[CH2:9][CH2:10][CH2:11][CH2:12][CH3:13])=[CH:6][CH:5]=[CH:4][C:3]=1[C:16]1[N:17]=[C:18]([NH2:21])[S:19][CH:20]=1.Br[C:23]1[CH:28]=[C:27]([F:29])[C:26](/[CH:30]=[C:31](\[O:36][CH3:37])/[C:32]([O:34][CH3:35])=[O:33])=[C:25]([F:38])[CH:24]=1.C(N(CC)CC)C.O.CN([CH:50]=[O:51])C, predict the reaction product. The product is: [F:29][C:27]1[CH:28]=[C:23]([C:50](=[O:51])[NH:21][C:18]2[S:19][CH:20]=[C:16]([C:3]3[CH:4]=[CH:5][CH:6]=[C:7]([CH:8]([O:14][CH3:15])[CH2:9][CH2:10][CH2:11][CH2:12][CH3:13])[C:2]=3[F:1])[N:17]=2)[CH:24]=[C:25]([F:38])[C:26]=1/[CH:30]=[C:31](\[O:36][CH3:37])/[C:32]([O:34][CH3:35])=[O:33]. (2) The product is: [Cl:1][C:2]1[CH:7]=[CH:6][C:5]([C:17]2[CH:18]=[CH:19][C:20]([C@H:23]3[C:28]4=[N:29][S:30](=[O:34])(=[O:33])[CH2:31][CH2:32][N:27]4[CH2:26][CH2:25][CH2:24]3)=[CH:21][CH:22]=2)=[CH:4][CH:3]=1. Given the reactants [Cl:1][C:2]1[CH:7]=[CH:6][C:5](B(O)O)=[CH:4][CH:3]=1.FC(F)(F)S(O[C:17]1[CH:22]=[CH:21][C:20]([C@H:23]2[C:28]3=[N:29][S:30](=[O:34])(=[O:33])[CH2:31][CH2:32][N:27]3[CH2:26][CH2:25][CH2:24]2)=[CH:19][CH:18]=1)(=O)=O.C(=O)([O-])[O-].[Na+].[Na+], predict the reaction product. (3) Given the reactants [C:9](O[C:9]([O:11][C:12]([CH3:15])(C)C)=[O:10])([O:11][C:12](C)(C)[CH3:15])=[O:10].[Br:16][C:17]1[C:18]([NH:24][CH2:25][CH:26]2[CH2:31][CH2:30][NH:29][CH2:28][CH2:27]2)=[CH:19][C:20]([NH2:23])=[N:21][CH:22]=1.[CH2:32](N(CC)CC)[CH3:33], predict the reaction product. The product is: [NH2:23][C:20]1[CH:19]=[C:18]([NH:24][CH2:25][CH:26]2[CH2:27][CH2:28][N:29]([C:9]([O:11][CH2:12][CH2:15][CH2:32][CH3:33])=[O:10])[CH2:30][CH2:31]2)[C:17]([Br:16])=[CH:22][N:21]=1. (4) Given the reactants [NH:1]1[CH:5]=[CH:4]N=C1.[C:6]([Si](C)(C)Cl)([CH3:9])(C)[CH3:7].CO.[C:16]([OH:28])(=[O:27])[CH2:17][C:18](CC(O)=O)([C:20]([OH:22])=[O:21])O, predict the reaction product. The product is: [NH2:1][C@H:5]([C:20]([OH:22])=[O:21])[CH2:4][CH:6]([CH3:9])[CH3:7].[NH2:1][C@H:17]([C:16]([OH:28])=[O:27])[CH3:18]. (5) Given the reactants [CH3:1][C@@:2]1([C:17]([O:19][CH3:20])=[O:18])[CH2:6][C:5]([CH3:8])([CH3:7])[C:4](=O)[N:3]1[C:10]([O:12][C:13]([CH3:16])([CH3:15])[CH3:14])=[O:11].[Li+].[B-](CC)(CC)CC.C([SiH](CC)CC)C.B(F)(F)F.CCOCC, predict the reaction product. The product is: [CH3:1][C@@:2]1([C:17]([O:19][CH3:20])=[O:18])[CH2:6][C:5]([CH3:7])([CH3:8])[CH2:4][N:3]1[C:10]([O:12][C:13]([CH3:15])([CH3:14])[CH3:16])=[O:11]. (6) Given the reactants [N:1]([C:9]1[CH:14]=[CH:13][CH:12]=[CH:11][CH:10]=1)=[N:1][C:9]1[CH:14]=[CH:13][CH:12]=[CH:11][CH:10]=1.[CH3:15][CH2:16][C:17]#[C:18][CH2:19][CH2:20][CH2:21][CH2:22][C:23]#[C:24][CH2:25][CH3:26].FC(F)(F)C1C=CC=CC=1, predict the reaction product. The product is: [CH2:25]([C:24]1[N:1]([C:9]2[CH:10]=[CH:11][CH:12]=[CH:13][CH:14]=2)[C:17]([CH2:16][CH3:15])=[C:18]2[C:23]=1[CH2:22][CH2:21][CH2:20][CH2:19]2)[CH3:26].